This data is from Reaction yield outcomes from USPTO patents with 853,638 reactions. The task is: Predict the reaction yield, written as a fraction of the theoretical maximum amount of product (1.0 means a 100% yield; for example, 0.34 means a 34% yield). (1) The reactants are [NH2:1][CH:2]1[CH2:7][CH2:6][CH:5]([NH:8][C:9]2[N:17]=[C:16]3[C:12]([N:13]=[CH:14][N:15]3[CH:18]3[CH2:22][CH2:21][CH2:20][CH2:19]3)=[C:11]([NH:23][CH2:24][C:25]3[CH:26]=[N:27][C:28](Br)=[CH:29][CH:30]=3)[N:10]=2)[CH2:4][CH2:3]1.[O:32]1[CH:36]=[CH:35][C:34](B(O)O)=[CH:33]1.O.O.O.P([O-])([O-])([O-])=O.[K+].[K+].[K+].CN(C)C=O. The catalyst is [Br-].C([N+](CCCC)(CCCC)CCCC)CCC.O. The product is [NH2:1][CH:2]1[CH2:7][CH2:6][CH:5]([NH:8][C:9]2[N:17]=[C:16]3[C:12]([N:13]=[CH:14][N:15]3[CH:18]3[CH2:22][CH2:21][CH2:20][CH2:19]3)=[C:11]([NH:23][CH2:24][C:25]3[CH:26]=[N:27][C:28]([C:34]4[CH:35]=[CH:36][O:32][CH:33]=4)=[CH:29][CH:30]=3)[N:10]=2)[CH2:4][CH2:3]1. The yield is 0.560. (2) The reactants are [CH2:1]([N:8]([CH2:18][C:19]1[CH:24]=[CH:23][CH:22]=[CH:21][CH:20]=1)[C:9]1[CH:10]=[C:11]([CH2:16][OH:17])[CH:12]=[CH:13][C:14]=1[F:15])[C:2]1[CH:7]=[CH:6][CH:5]=[CH:4][CH:3]=1. The product is [CH2:18]([N:8]([CH2:1][C:2]1[CH:7]=[CH:6][CH:5]=[CH:4][CH:3]=1)[C:9]1[CH:10]=[C:11]([CH:12]=[CH:13][C:14]=1[F:15])[CH:16]=[O:17])[C:19]1[CH:20]=[CH:21][CH:22]=[CH:23][CH:24]=1. The catalyst is O1CCCC1.[O-2].[Mn+4].[O-2]. The yield is 0.680. (3) The reactants are Br[C:2]1[CH:9]=[CH:8][C:5]([CH2:6][OH:7])=[CH:4][CH:3]=1.[F:10][C:11]([F:25])([F:24])[C:12]1[CH:13]=[C:14]([CH:17]=[C:18]([C:20]([F:23])([F:22])[F:21])[CH:19]=1)[CH:15]=[CH2:16]. The catalyst is C([O-])(=O)C.[Pd+2].C([O-])(=O)C.C1(C)C=CC=CC=1P(C1C=CC=CC=1C)C1C=CC=CC=1C.C(N(CC)CC)C. The product is [F:10][C:11]([F:24])([F:25])[C:12]1[CH:13]=[C:14]([CH:17]=[C:18]([C:20]([F:23])([F:22])[F:21])[CH:19]=1)[CH:15]=[CH:16][C:2]1[CH:9]=[CH:8][C:5]([CH2:6][OH:7])=[CH:4][CH:3]=1. The yield is 1.00. (4) The reactants are [NH2:1][C:2]1[S:6][N:5]=[C:4]([CH3:7])[C:3]=1[C:8]#[N:9].[C:10](Cl)(=[O:15])[CH2:11][CH:12]([CH3:14])[CH3:13]. The catalyst is N1C=CC=CC=1.C(Cl)(Cl)Cl. The product is [C:8]([C:3]1[C:4]([CH3:7])=[N:5][S:6][C:2]=1[NH:1][C:10](=[O:15])[CH2:11][CH:12]([CH3:14])[CH3:13])#[N:9]. The yield is 0.790. (5) The reactants are [Br:1][C:2]1[C:3]([CH3:12])=[C:4]([N+:9]([O-:11])=[O:10])[C:5]([OH:8])=[N:6][CH:7]=1.[H-].[Na+].[CH3:15]I. The catalyst is CN(C)C=O. The product is [Br:1][C:2]1[C:3]([CH3:12])=[C:4]([N+:9]([O-:11])=[O:10])[C:5](=[O:8])[N:6]([CH3:15])[CH:7]=1. The yield is 0.930.